This data is from Catalyst prediction with 721,799 reactions and 888 catalyst types from USPTO. The task is: Predict which catalyst facilitates the given reaction. (1) Reactant: C[O:2][C:3](=[O:46])[CH2:4][C@H:5]([OH:45])[CH2:6][C@H:7]([OH:44])[CH:8]=[CH:9][C:10]1[N:11]([CH:41]([CH3:43])[CH3:42])[C:12]([C:28](=[O:40])[NH:29][C:30]2[CH:35]=[CH:34][CH:33]=[C:32]([S:36](=[O:39])(=[O:38])[NH2:37])[CH:31]=2)=[C:13]([C:22]2[CH:27]=[CH:26][CH:25]=[CH:24][CH:23]=2)[C:14]=1[C:15]1[CH:20]=[CH:19][C:18]([F:21])=[CH:17][CH:16]=1.C(O)C.O.[OH-].[Na+:52]. Product: [Na+:52].[F:21][C:18]1[CH:17]=[CH:16][C:15]([C:14]2[C:13]([C:22]3[CH:23]=[CH:24][CH:25]=[CH:26][CH:27]=3)=[C:12]([C:28](=[O:40])[NH:29][C:30]3[CH:35]=[CH:34][CH:33]=[C:32]([S:36](=[O:38])(=[O:39])[NH2:37])[CH:31]=3)[N:11]([CH:41]([CH3:42])[CH3:43])[C:10]=2[CH:9]=[CH:8][C@@H:7]([OH:44])[CH2:6][C@@H:5]([OH:45])[CH2:4][C:3]([O-:46])=[O:2])=[CH:20][CH:19]=1. The catalyst class is: 100. (2) Reactant: [Br:1][C:2]1[C:3]([F:11])=[C:4]([CH:8]=[CH:9][CH:10]=1)[C:5]([OH:7])=O.[N:12]1([C:18]([O:20][C:21]([CH3:24])([CH3:23])[CH3:22])=[O:19])[CH2:17][CH2:16][NH:15][CH2:14][CH2:13]1.O.OC1C2N=NNC=2C=CC=1.Cl.CN(C)CCCN=C=NCC.C(=O)(O)[O-].[Na+]. Product: [Br:1][C:2]1[C:3]([F:11])=[C:4]([CH:8]=[CH:9][CH:10]=1)[C:5]([N:15]1[CH2:14][CH2:13][N:12]([C:18]([O:20][C:21]([CH3:24])([CH3:23])[CH3:22])=[O:19])[CH2:17][CH2:16]1)=[O:7]. The catalyst class is: 22. (3) Reactant: [CH3:1][N:2]([CH3:38])[S:3]([C:6]1[CH:7]=[C:8]([C:12]2[N:13]3[N:23]=[C:22]([C:24]4[CH:29]=[CH:28][N:27]=[CH:26][CH:25]=4)[C:21]([C:30]4[CH:35]=[CH:34][C:33]([F:36])=[C:32]([OH:37])[CH:31]=4)=[C:14]3[N:15]=[N:16][C:17]=2C(O)=O)[CH:9]=[CH:10][CH:11]=1)(=[O:5])=[O:4]. Product: [F:36][C:33]1[CH:34]=[CH:35][C:30]([C:21]2[C:22]([C:24]3[CH:25]=[CH:26][N:27]=[CH:28][CH:29]=3)=[N:23][N:13]3[C:12]([C:8]4[CH:7]=[C:6]([S:3]([N:2]([CH3:1])[CH3:38])(=[O:5])=[O:4])[CH:11]=[CH:10][CH:9]=4)=[CH:17][N:16]=[N:15][C:14]=23)=[CH:31][C:32]=1[OH:37]. The catalyst class is: 736. (4) Reactant: [Cl:1][C:2]1[CH:7]=[CH:6][C:5]([S:8][C:9]2[C:17]3[C:12](=[CH:13][CH:14]=[C:15]([CH3:18])[CH:16]=3)[NH:11][C:10]=2[CH3:19])=[CH:4][CH:3]=1.[H-].[Na+].Br[CH2:23][C:24]([O:26][CH2:27][CH3:28])=[O:25]. The catalyst class is: 9. Product: [Cl:1][C:2]1[CH:3]=[CH:4][C:5]([S:8][C:9]2[C:17]3[C:12](=[CH:13][CH:14]=[C:15]([CH3:18])[CH:16]=3)[N:11]([CH2:23][C:24]([O:26][CH2:27][CH3:28])=[O:25])[C:10]=2[CH3:19])=[CH:6][CH:7]=1. (5) Reactant: [CH2:1]1[C:10]2[C:5](=[CH:6][CH:7]=[CH:8][CH:9]=2)[CH2:4][CH2:3][N:2]1[C:11]1[O:12][CH2:13][C:14](=[O:21])[C:15]=1[C:16]([O:18][CH2:19][CH3:20])=[O:17].[NH:22]1[C:30]2[C:25](=[CH:26][CH:27]=[CH:28][N:29]=2)[C:24]([CH:31]=O)=[CH:23]1.N1CCC[C@H]1C(O)=O. Product: [NH:22]1[C:30]2=[N:29][CH:28]=[CH:27][CH:26]=[C:25]2[C:24]([CH:31]=[C:13]2[O:12][C:11]([N:2]3[CH2:3][CH2:4][C:5]4[C:10](=[CH:9][CH:8]=[CH:7][CH:6]=4)[CH2:1]3)=[C:15]([C:16]([O:18][CH2:19][CH3:20])=[O:17])[C:14]2=[O:21])=[CH:23]1. The catalyst class is: 8.